Dataset: Merck oncology drug combination screen with 23,052 pairs across 39 cell lines. Task: Regression. Given two drug SMILES strings and cell line genomic features, predict the synergy score measuring deviation from expected non-interaction effect. (1) Drug 1: O=S1(=O)NC2(CN1CC(F)(F)F)C1CCC2Cc2cc(C=CCN3CCC(C(F)(F)F)CC3)ccc2C1. Drug 2: Nc1ccn(C2OC(CO)C(O)C2(F)F)c(=O)n1. Cell line: MDAMB436. Synergy scores: synergy=9.86. (2) Drug 1: O=S1(=O)NC2(CN1CC(F)(F)F)C1CCC2Cc2cc(C=CCN3CCC(C(F)(F)F)CC3)ccc2C1. Drug 2: CCC1(O)CC2CN(CCc3c([nH]c4ccccc34)C(C(=O)OC)(c3cc4c(cc3OC)N(C)C3C(O)(C(=O)OC)C(OC(C)=O)C5(CC)C=CCN6CCC43C65)C2)C1. Cell line: PA1. Synergy scores: synergy=1.44. (3) Drug 1: CCN(CC)CCNC(=O)c1c(C)[nH]c(C=C2C(=O)Nc3ccc(F)cc32)c1C. Drug 2: C=CCn1c(=O)c2cnc(Nc3ccc(N4CCN(C)CC4)cc3)nc2n1-c1cccc(C(C)(C)O)n1. Cell line: SW837. Synergy scores: synergy=-9.96. (4) Drug 1: O=S1(=O)NC2(CN1CC(F)(F)F)C1CCC2Cc2cc(C=CCN3CCC(C(F)(F)F)CC3)ccc2C1. Cell line: NCIH1650. Synergy scores: synergy=7.86. Drug 2: Cn1cc(-c2cnn3c(N)c(Br)c(C4CCCNC4)nc23)cn1. (5) Drug 1: N.N.O=C(O)C1(C(=O)O)CCC1.[Pt]. Drug 2: O=C(O)C1(Cc2cccc(Nc3nccs3)n2)CCC(Oc2cccc(Cl)c2F)CC1. Cell line: HT29. Synergy scores: synergy=8.41.